From a dataset of Forward reaction prediction with 1.9M reactions from USPTO patents (1976-2016). Predict the product of the given reaction. (1) Given the reactants [OH:1][CH2:2][CH2:3][O:4][C:5]1[CH:6]=[C:7]2[C:11](=[CH:12][CH:13]=1)[C@H:10]([CH2:14][C:15]([O:17][CH2:18][CH3:19])=[O:16])[CH2:9][CH2:8]2.[CH3:20][C:21]1[C:26](O)=[CH:25][CH:24]=[C:23]([CH3:28])[N:22]=1.C1C=CC(P(C2C=CC=CC=2)C2C=CC=CC=2)=CC=1.C1CCN(C(N=NC(N2CCCCC2)=O)=O)CC1, predict the reaction product. The product is: [CH3:20][C:21]1[C:26]([O:1][CH2:2][CH2:3][O:4][C:5]2[CH:6]=[C:7]3[C:11](=[CH:12][CH:13]=2)[C@H:10]([CH2:14][C:15]([O:17][CH2:18][CH3:19])=[O:16])[CH2:9][CH2:8]3)=[CH:25][CH:24]=[C:23]([CH3:28])[N:22]=1. (2) Given the reactants [NH2:1][C:2]1[C:3]([SH:8])=[N:4][CH:5]=[CH:6][CH:7]=1.[Cl:9][CH2:10][C:11](OCC)(OCC)OCC, predict the reaction product. The product is: [Cl:9][CH2:10][C:11]1[S:8][C:3]2[C:2]([N:1]=1)=[CH:7][CH:6]=[CH:5][N:4]=2.